The task is: Predict the reactants needed to synthesize the given product.. This data is from Full USPTO retrosynthesis dataset with 1.9M reactions from patents (1976-2016). (1) Given the product [CH2:5]([O:4][C:2]([N:18]1[C:17]2[CH:16]=[C:15]([Cl:23])[CH:14]=[C:13]([Br:12])[C:22]=2[O:21][CH2:20][CH2:19]1)=[O:3])[C:6]1[CH:11]=[CH:10][CH:9]=[CH:8][CH:7]=1, predict the reactants needed to synthesize it. The reactants are: Cl[C:2]([O:4][CH2:5][C:6]1[CH:11]=[CH:10][CH:9]=[CH:8][CH:7]=1)=[O:3].[Br:12][C:13]1[C:22]2[O:21][CH2:20][CH2:19][NH:18][C:17]=2[CH:16]=[C:15]([Cl:23])[CH:14]=1.[OH-].[Na+]. (2) Given the product [C:38]([O:41][C:42](=[O:43])[NH:26][C:25]([C:20]1[S:21][C:22]([S:23][CH3:24])=[C:18]([S:15]([C:11]2[CH:12]=[N:13][CH:14]=[C:9]([Br:8])[CH:10]=2)(=[O:17])=[O:16])[CH:19]=1)=[NH:27])([CH3:40])([CH3:39])[CH3:37], predict the reactants needed to synthesize it. The reactants are: FC(F)(F)C(O)=O.[Br:8][C:9]1[CH:10]=[C:11]([S:15]([C:18]2[CH:19]=[C:20]([C:25]([NH2:27])=[NH:26])[S:21][C:22]=2[S:23][CH3:24])(=[O:17])=[O:16])[CH:12]=[N:13][CH:14]=1.CCN(C(C)C)C(C)C.[CH3:37][C:38]([O:41][C:42](O[C:42]([O:41][C:38]([CH3:40])([CH3:39])[CH3:37])=[O:43])=[O:43])([CH3:40])[CH3:39]. (3) Given the product [CH3:22][O:21][C:11]1[CH:10]=[C:9]([NH:8][C:6]2[N:5]=[C:4]([N:23]([CH3:25])[CH3:24])[N:3]=[C:2]([O:26][C:27]3[CH:32]=[CH:31][CH:30]=[CH:29][C:28]=3[C:33]([F:34])([F:35])[F:36])[N:7]=2)[CH:14]=[CH:13][C:12]=1[N:15]1[CH:19]=[C:18]([CH3:20])[N:17]=[CH:16]1, predict the reactants needed to synthesize it. The reactants are: Cl[C:2]1[N:7]=[C:6]([NH:8][C:9]2[CH:14]=[CH:13][C:12]([N:15]3[CH:19]=[C:18]([CH3:20])[N:17]=[CH:16]3)=[C:11]([O:21][CH3:22])[CH:10]=2)[N:5]=[C:4]([N:23]([CH3:25])[CH3:24])[N:3]=1.[OH:26][C:27]1[CH:32]=[CH:31][CH:30]=[CH:29][C:28]=1[C:33]([F:36])([F:35])[F:34].C(=O)([O-])[O-].[K+].[K+]. (4) Given the product [F:18][C:19]1[CH:20]=[C:21]([CH:24]=[C:25]([F:27])[CH:26]=1)[CH2:22][N:12]1[C:13]([CH3:17])([CH3:16])[C:14](=[O:15])[N:11]1[CH:2]1[CH:3]2[CH2:4][CH:5]3[CH2:6][CH:7]([CH2:8][CH:1]1[CH2:10]3)[CH2:9]2, predict the reactants needed to synthesize it. The reactants are: [CH:1]12[CH2:10][CH:5]3[CH2:6][CH:7]([CH2:9][CH:3]([CH2:4]3)[CH:2]1[N:11]1[C:14](=[O:15])[C:13]([CH3:17])([CH3:16])[NH:12]1)[CH2:8]2.[F:18][C:19]1[CH:20]=[C:21]([CH:24]=[C:25]([F:27])[CH:26]=1)[CH2:22]Br. (5) Given the product [CH3:11][O:10][C:4]1[CH:5]=[C:6]([O:9][CH:13]([CH3:15])[CH3:14])[CH:7]=[CH:8][C:3]=1[CH2:2][NH:1][C:27]([C:22]1[S:23][C:24]([CH3:26])=[C:25]2[C:21]=1[CH2:20][C@H:19]1[C:17]([CH3:16])([CH3:30])[C@H:18]12)=[O:29], predict the reactants needed to synthesize it. The reactants are: [NH2:1][CH2:2][C:3]1[CH:8]=[CH:7][C:6]([OH:9])=[CH:5][C:4]=1[O:10][CH3:11].I[CH:13]([CH3:15])[CH3:14].[CH3:16][C:17]1([CH3:30])[C@@H:19]2[CH2:20][C:21]3[C:25]([C@H:18]12)=[C:24]([CH3:26])[S:23][C:22]=3[C:27]([OH:29])=O. (6) Given the product [CH3:14][O:15][C:16]1[CH:21]=[C:20]([O:22][CH3:23])[CH:19]=[CH:18][C:17]=1[CH2:24][CH2:25][C:26]1[O:11][C:10]([C:8]2[CH:7]=[CH:6][C:5]3[NH:1][CH:2]=[N:3][C:4]=3[CH:9]=2)=[N:12][N:13]=1, predict the reactants needed to synthesize it. The reactants are: [N:1]1[C:5]2[CH:6]=[CH:7][C:8]([C:10]([NH:12][NH2:13])=[O:11])=[CH:9][C:4]=2[NH:3][CH:2]=1.[CH3:14][O:15][C:16]1[CH:21]=[C:20]([O:22][CH3:23])[CH:19]=[CH:18][C:17]=1[CH2:24][CH2:25][C:26](Cl)=O.O=P(Cl)(Cl)Cl. (7) The reactants are: [Cl:1][C:2]1[CH:3]=[C:4]([CH:7]=[C:8]([Cl:31])[C:9]=1[NH:10][C:11]1[S:12][C:13]2[N:14]=[CH:15][N:16]=[C:17]([NH:20][C:21]3[CH:26]=[CH:25][C:24]([C:27]([F:30])([F:29])[F:28])=[CH:23][CH:22]=3)[C:18]=2[N:19]=1)[C:5]#[N:6].[H-].[H-].[H-].[H-].[Li+].[Al+3]. Given the product [NH2:6][CH2:5][C:4]1[CH:3]=[C:2]([Cl:1])[C:9]([NH:10][C:11]2[S:12][C:13]3[N:14]=[CH:15][N:16]=[C:17]([NH:20][C:21]4[CH:22]=[CH:23][C:24]([C:27]([F:29])([F:28])[F:30])=[CH:25][CH:26]=4)[C:18]=3[N:19]=2)=[C:8]([Cl:31])[CH:7]=1, predict the reactants needed to synthesize it.